This data is from Catalyst prediction with 721,799 reactions and 888 catalyst types from USPTO. The task is: Predict which catalyst facilitates the given reaction. (1) Reactant: [CH:1]1[C:15]2=[C:16]3[C:8]([C:9]4[C:14]2=[CH:13][CH:12]=[CH:11][CH:10]=4)=[CH:7][CH:6]=[CH:5][C:4]3=[C:3](B(O)O)[CH:2]=1.Br[C:21]1[CH:22]=[C:23]2[C:28](=[CH:29][CH:30]=1)[CH:27]=[C:26]([OH:31])[CH:25]=[CH:24]2.C(=O)([O-])[O-].[Na+].[Na+].Cl. Product: [CH:1]1[C:15]2=[C:16]3[C:8]([C:9]4[C:14]2=[CH:13][CH:12]=[CH:11][CH:10]=4)=[CH:7][CH:6]=[CH:5][C:4]3=[C:3]([C:21]2[CH:22]=[C:23]3[C:28](=[CH:29][CH:30]=2)[CH:27]=[C:26]([OH:31])[CH:25]=[CH:24]3)[CH:2]=1. The catalyst class is: 276. (2) Reactant: [NH2:1][C:2]1[NH:3][C:4](=[S:16])[C:5]([C:14]#[N:15])=[C:6]([C:8]2[CH:13]=[CH:12][CH:11]=[CH:10][CH:9]=2)[N:7]=1.[CH3:17][O:18][CH2:19][CH2:20]Br.CC[O-].[Na+]. Product: [NH2:1][C:2]1[N:3]=[C:4]([S:16][CH2:20][CH2:19][O:18][CH3:17])[C:5]([C:14]#[N:15])=[C:6]([C:8]2[CH:13]=[CH:12][CH:11]=[CH:10][CH:9]=2)[N:7]=1. The catalyst class is: 8. (3) Reactant: Br[C:2]1[N:6]([S:7]([C:10]2[CH:11]=[N:12][CH:13]=[CH:14][CH:15]=2)(=[O:9])=[O:8])[CH:5]=[C:4]([CH2:16][N:17]([CH3:25])[C:18](=[O:24])[O:19][C:20]([CH3:23])([CH3:22])[CH3:21])[CH:3]=1.[CH3:26][S:27]([C:30]1[CH:35]=[CH:34][C:33](B(O)O)=[CH:32][CH:31]=1)(=[O:29])=[O:28].C(=O)([O-])[O-].[Na+].[Na+].COCCOC. Product: [CH3:25][N:17]([CH2:16][C:4]1[CH:3]=[C:2]([C:33]2[CH:34]=[CH:35][C:30]([S:27]([CH3:26])(=[O:29])=[O:28])=[CH:31][CH:32]=2)[N:6]([S:7]([C:10]2[CH:11]=[N:12][CH:13]=[CH:14][CH:15]=2)(=[O:9])=[O:8])[CH:5]=1)[C:18](=[O:24])[O:19][C:20]([CH3:23])([CH3:22])[CH3:21]. The catalyst class is: 103. (4) Reactant: [F:1][C:2]1[CH:10]=[CH:9][C:5]([C:6](Cl)=[O:7])=[CH:4][CH:3]=1.[O:11]([CH2:18][C:19]1[O:20][C:21]2[CH2:22][NH:23][CH2:24][CH2:25][C:26]=2[N:27]=1)[C:12]1[CH:17]=[CH:16][CH:15]=[CH:14][CH:13]=1. Product: [F:1][C:2]1[CH:10]=[CH:9][C:5]([C:6]([N:23]2[CH2:24][CH2:25][C:26]3[N:27]=[C:19]([CH2:18][O:11][C:12]4[CH:17]=[CH:16][CH:15]=[CH:14][CH:13]=4)[O:20][C:21]=3[CH2:22]2)=[O:7])=[CH:4][CH:3]=1. The catalyst class is: 326.